Dataset: Reaction yield outcomes from USPTO patents with 853,638 reactions. Task: Predict the reaction yield, written as a fraction of the theoretical maximum amount of product (1.0 means a 100% yield; for example, 0.34 means a 34% yield). (1) The reactants are [NH2:1][C:2]1[C:11]2[CH:10]=[CH:9][C:8]([F:12])=[C:7](Br)[C:6]=2[N:5]=[C:4]2[CH2:14][N:15]([CH:18]3[CH2:20][CH2:19]3)[C:16](=[O:17])[C:3]=12.[F:21][C:22]1[CH:27]=[CH:26][C:25]([O:28][CH3:29])=[CH:24][C:23]=1B(O)O. No catalyst specified. The product is [NH2:1][C:2]1[C:11]2[CH:10]=[CH:9][C:8]([F:12])=[C:7]([C:23]3[CH:24]=[C:25]([O:28][CH3:29])[CH:26]=[CH:27][C:22]=3[F:21])[C:6]=2[N:5]=[C:4]2[CH2:14][N:15]([CH:18]3[CH2:20][CH2:19]3)[C:16](=[O:17])[C:3]=12. The yield is 0.684. (2) The reactants are [NH:1]1[CH2:9][CH2:8][CH:4]([C:5]([NH2:7])=[O:6])[CH2:3][CH2:2]1.S([O-])([O-])(=O)=O.[Na+].[Na+].[CH:17]([C:19]1[CH:52]=[CH:51][C:22]([C:23]([CH2:25][NH:26][CH2:27][CH2:28][N:29]2[CH2:34][CH2:33][CH:32]([O:35][C:36](=[O:50])[NH:37][C:38]3[CH:43]=[CH:42][CH:41]=[CH:40][C:39]=3[C:44]3[CH:49]=[CH:48][CH:47]=[CH:46][CH:45]=3)[CH2:31][CH2:30]2)=[O:24])=[CH:21][CH:20]=1)=O.C(O[BH-](OC(=O)C)OC(=O)C)(=O)C.[Na+]. The catalyst is C(O)(C)C.C(O)(=O)C. The product is [C:5]([CH:4]1[CH2:8][CH2:9][N:1]([CH2:17][C:19]2[CH:20]=[CH:21][C:22]([C:23]([CH2:25][NH:26][CH2:27][CH2:28][N:29]3[CH2:34][CH2:33][CH:32]([O:35][C:36](=[O:50])[NH:37][C:38]4[CH:43]=[CH:42][CH:41]=[CH:40][C:39]=4[C:44]4[CH:45]=[CH:46][CH:47]=[CH:48][CH:49]=4)[CH2:31][CH2:30]3)=[O:24])=[CH:51][CH:52]=2)[CH2:2][CH2:3]1)(=[O:6])[NH2:7]. The yield is 0.800. (3) The reactants are [CH3:1][O:2][C:3]1[CH:4]=[C:5]([NH2:15])[CH:6]=[CH:7][C:8]=1[N:9]1[CH:13]=[C:12]([CH3:14])[N:11]=[CH:10]1.Cl[C:17]1[N:22]=[C:21]([O:23][CH3:24])[CH:20]=[C:19]([O:25][CH3:26])[N:18]=1.C(=O)([O-])[O-].[K+].[K+]. No catalyst specified. The product is [CH3:26][O:25][C:19]1[CH:20]=[C:21]([O:23][CH3:24])[N:22]=[C:17]([NH:15][C:5]2[CH:6]=[CH:7][C:8]([N:9]3[CH:13]=[C:12]([CH3:14])[N:11]=[CH:10]3)=[C:3]([O:2][CH3:1])[CH:4]=2)[N:18]=1. The yield is 0.520. (4) The yield is 0.810. The reactants are [CH2:1]([N:3]1[C:11]2[CH:10]=[C:9]([NH2:12])[N:8]=[CH:7][C:6]=2[CH:5]=[CH:4]1)[CH3:2].[CH2:13]=[C:14]([C:16]1[CH:24]=[CH:23][C:19]([C:20](Cl)=[O:21])=[CH:18][CH:17]=1)[CH3:15].[H-].[Na+]. The product is [CH2:1]([N:3]1[C:11]2[CH:10]=[C:9]([NH:12][C:20](=[O:21])[C:19]3[CH:23]=[CH:24][C:16]([C:14]([CH3:15])=[CH2:13])=[CH:17][CH:18]=3)[N:8]=[CH:7][C:6]=2[CH:5]=[CH:4]1)[CH3:2]. The catalyst is N1C=CC=CC=1. (5) The product is [CH3:1][O:2][C:3]1[CH:4]=[C:5]([S:11]([O:14][CH2:15][C:16]([OH:18])=[O:17])(=[O:12])=[O:13])[CH:6]=[CH:7][C:8]=1[O:9][CH3:10]. The yield is 0.830. The catalyst is CO.Cl. The reactants are [CH3:1][O:2][C:3]1[CH:4]=[C:5]([S:11]([O:14][CH2:15][C:16]([O:18]CC2C=CC=CC=2)=[O:17])(=[O:13])=[O:12])[CH:6]=[CH:7][C:8]=1[O:9][CH3:10].[OH-].[Na+]. (6) The reactants are [N:1]1[CH:6]=[CH:5][CH:4]=[C:3]([C:7]2[CH:15]=[C:14]3[C:10]([CH2:11][C:12](=[O:16])[NH:13]3)=[CH:9][CH:8]=2)[CH:2]=1.[CH3:17][N:18]([CH3:34])[CH2:19][CH2:20][CH2:21][NH:22][C:23]([C:25]1[C:29]([CH3:30])=[C:28]([CH:31]=O)[NH:27][C:26]=1[CH3:33])=[O:24]. No catalyst specified. The product is [CH3:34][N:18]([CH3:17])[CH2:19][CH2:20][CH2:21][NH:22][C:23]([C:25]1[C:29]([CH3:30])=[C:28]([CH:31]=[C:11]2[C:10]3[C:14](=[CH:15][C:7]([C:3]4[CH:2]=[N:1][CH:6]=[CH:5][CH:4]=4)=[CH:8][CH:9]=3)[NH:13][C:12]2=[O:16])[NH:27][C:26]=1[CH3:33])=[O:24]. The yield is 0.750. (7) The reactants are [CH2:1]([O:3][C:4]([C:6]1[S:10][C:9]([C:11]2[CH:16]=[CH:15][C:14]([O:17]C)=[CH:13][CH:12]=2)=[N:8][C:7]=1[CH3:19])=[O:5])[CH3:2].B(Br)(Br)Br. The catalyst is ClCCl. The product is [CH2:1]([O:3][C:4]([C:6]1[S:10][C:9]([C:11]2[CH:12]=[CH:13][C:14]([OH:17])=[CH:15][CH:16]=2)=[N:8][C:7]=1[CH3:19])=[O:5])[CH3:2]. The yield is 0.950.